Dataset: Full USPTO retrosynthesis dataset with 1.9M reactions from patents (1976-2016). Task: Predict the reactants needed to synthesize the given product. (1) Given the product [CH3:24][C:18]1[CH:19]=[C:20]([CH3:23])[CH:21]=[CH:22][C:17]=1[N:12]([CH2:13][CH:14]([CH3:16])[CH3:15])[S:9]([C:6]1[CH:7]=[CH:8][C:3]([CH2:2][O:28][C:27]2[CH:18]=[CH:17][N:12]=[CH:13][CH:14]=2)=[CH:4][CH:5]=1)(=[O:11])=[O:10], predict the reactants needed to synthesize it. The reactants are: Br[CH2:2][C:3]1[CH:8]=[CH:7][C:6]([S:9]([N:12]([C:17]2[CH:22]=[CH:21][C:20]([CH3:23])=[CH:19][C:18]=2[CH3:24])[CH2:13][CH:14]([CH3:16])[CH3:15])(=[O:11])=[O:10])=[CH:5][CH:4]=1.[H-].[Na+].[CH3:27][OH:28]. (2) Given the product [C:17]([C:14]1[CH:15]=[C:16]2[C:11](=[CH:12][C:13]=1[O:19][CH2:20][CH2:21][O:22][CH3:23])[N:10]=[CH:9][CH:8]=[C:7]2[O:6][C:5]1[CH:24]=[CH:25][C:2]([NH:1][C:35]([NH:34][C:29]2[CH:30]=[CH:31][CH:32]=[CH:33][C:28]=2[F:27])=[O:36])=[C:3]([F:26])[CH:4]=1)#[N:18], predict the reactants needed to synthesize it. The reactants are: [NH2:1][C:2]1[CH:25]=[CH:24][C:5]([O:6][C:7]2[C:16]3[C:11](=[CH:12][C:13]([O:19][CH2:20][CH2:21][O:22][CH3:23])=[C:14]([C:17]#[N:18])[CH:15]=3)[N:10]=[CH:9][CH:8]=2)=[CH:4][C:3]=1[F:26].[F:27][C:28]1[CH:33]=[CH:32][CH:31]=[CH:30][C:29]=1[N:34]=[C:35]=[O:36]. (3) The reactants are: [CH2:1]([O:3][C:4](=[O:9])[CH:5]([NH2:8])[C:6]#[N:7])[CH3:2].N1C=CC=CC=1.[C:16](O[C:16](=[O:20])[CH:17]([CH3:19])[CH3:18])(=[O:20])[CH:17]([CH3:19])[CH3:18].CCOC(C)=O. Given the product [CH2:1]([O:3][C:4](=[O:9])[CH:5]([C:6]#[N:7])[NH:8][C:16](=[O:20])[CH:17]([CH3:19])[CH3:18])[CH3:2], predict the reactants needed to synthesize it. (4) Given the product [CH2:40]([N:37]1[CH2:38][CH2:39][CH:34]([NH:33][C:10](=[S:11])[C@H:9]([NH:8][C:6]([O:5][C:1]([CH3:4])([CH3:3])[CH3:2])=[O:7])[CH2:13][CH2:14][CH:15]2[CH2:20][CH2:19][CH2:18][CH2:17][CH2:16]2)[CH2:35][CH2:36]1)[C:41]1[CH:42]=[CH:43][CH:44]=[CH:45][CH:46]=1, predict the reactants needed to synthesize it. The reactants are: [C:1]([O:5][C:6]([NH:8][C@H:9]([CH2:13][CH2:14][CH:15]1[CH2:20][CH2:19][CH2:18][CH2:17][CH2:16]1)[C:10](O)=[S:11])=[O:7])([CH3:4])([CH3:3])[CH3:2].ON1C(=O)CCC1=O.S(Cl)(Cl)=O.[NH2:33][CH:34]1[CH2:39][CH2:38][N:37]([CH2:40][C:41]2[CH:46]=[CH:45][CH:44]=[CH:43][CH:42]=2)[CH2:36][CH2:35]1. (5) Given the product [Br:23][C:24]1[CH:29]=[CH:28][C:27](/[C:33](/[CH3:34])=[CH:32]/[C:31]([OH:36])=[O:35])=[CH:26][CH:25]=1, predict the reactants needed to synthesize it. The reactants are: C1(C)C=CC=CC=1P(C1C=CC=CC=1C)C1C=CC=CC=1C.[Br:23][C:24]1[CH:29]=[CH:28][C:27](I)=[CH:26][CH:25]=1.[C:31]([OH:36])(=[O:35])/[CH:32]=[CH:33]/[CH3:34].C(N(CC)CC)C.Cl. (6) Given the product [CH3:23][C:24]1[N:25]=[C:26]([N:32]2[CH2:36][CH2:35][N:34]([CH2:37][C:38]3[CH:43]=[CH:42][C:41]([C:44]([F:45])([F:46])[F:47])=[CH:40][CH:39]=3)[C:33]2=[O:48])[S:27][C:28]=1[C:29]([NH:49][CH2:50][C:51]1[CH:52]=[N:53][CH:54]=[CH:55][CH:56]=1)=[O:31], predict the reactants needed to synthesize it. The reactants are: C(N1CCN(C2SC(C(O)=O)=C(C)N=2)C1=O)C1C=CC=CC=1.[CH3:23][C:24]1[N:25]=[C:26]([N:32]2[CH2:36][CH2:35][N:34]([CH2:37][C:38]3[CH:43]=[CH:42][C:41]([C:44]([F:47])([F:46])[F:45])=[CH:40][CH:39]=3)[C:33]2=[O:48])[S:27][C:28]=1[C:29]([OH:31])=O.[NH2:49][CH2:50][C:51]1[CH:52]=[N:53][CH:54]=[CH:55][CH:56]=1. (7) Given the product [Cl:23][C:21]1[CH:20]=[CH:19][C:16]2[S:17][CH:18]=[C:14]([CH2:13][CH:4]3[N:5]4[CH:10]=[CH:9][CH:8]=[CH:7][C:6]4=[N:2][C:3]3=[O:11])[C:15]=2[CH:22]=1, predict the reactants needed to synthesize it. The reactants are: Br.[N:2]1[C:3](=[O:11])[CH2:4][N:5]2[CH:10]=[CH:9][CH:8]=[CH:7][C:6]=12.Br[CH2:13][C:14]1[C:15]2[CH:22]=[C:21]([Cl:23])[CH:20]=[CH:19][C:16]=2[S:17][CH:18]=1.